This data is from Forward reaction prediction with 1.9M reactions from USPTO patents (1976-2016). The task is: Predict the product of the given reaction. (1) Given the reactants [H-].[Na+].C(OP([CH2:11][O:12][CH2:13][C:14]([O:16][CH3:17])=[O:15])(OCC)=O)C.[CH2:18]([O:22][C:23]1[CH:24]=[C:25]([CH:28]=[CH:29][C:30]=1[I:31])[CH:26]=O)[CH2:19][CH2:20][CH3:21].O, predict the reaction product. The product is: [CH2:18]([O:22][C:23]1[CH:24]=[C:25](/[CH:26]=[C:13](\[O:12][CH3:11])/[C:14]([O:16][CH3:17])=[O:15])[CH:28]=[CH:29][C:30]=1[I:31])[CH2:19][CH2:20][CH3:21].[CH2:18]([O:22][C:23]1[CH:24]=[C:25](/[CH:26]=[C:13](/[O:12][CH3:11])\[C:14]([O-:16])=[O:15])[CH:28]=[CH:29][C:30]=1[I:31])[CH2:19][CH2:20][CH3:21]. (2) Given the reactants [CH:1]1([O:6][C:7]2[CH:8]=[C:9]([N:15]([CH2:29][C:30]3[CH:31]=[N:32][CH:33]=[CH:34][CH:35]=3)[C:16]3[CH:28]=[CH:27][C:19]([O:20][CH2:21][C:22](OCC)=[O:23])=[CH:18][CH:17]=3)[CH:10]=[CH:11][C:12]=2[O:13][CH3:14])[CH2:5][CH2:4][CH2:3][CH2:2]1.[H-].[H-].[H-].[H-].[Li+].[Al+3].[NH4+].[Cl-].CCOC(C)=O, predict the reaction product. The product is: [CH:1]1([O:6][C:7]2[CH:8]=[C:9]([N:15]([CH2:29][C:30]3[CH:31]=[N:32][CH:33]=[CH:34][CH:35]=3)[C:16]3[CH:28]=[CH:27][C:19]([O:20][CH2:21][CH2:22][OH:23])=[CH:18][CH:17]=3)[CH:10]=[CH:11][C:12]=2[O:13][CH3:14])[CH2:2][CH2:3][CH2:4][CH2:5]1. (3) Given the reactants Cl[SiH:2]1[N:6]([C:7]([CH3:10])([CH3:9])[CH3:8])[CH:5]=[CH:4][N:3]1[C:11]([CH3:14])([CH3:13])[CH3:12].[CH2:15]([NH2:18])[CH2:16][CH3:17], predict the reaction product. The product is: [C:11]([N:3]1[CH:4]=[CH:5][N:6]([C:7]([CH3:10])([CH3:9])[CH3:8])[SiH:2]1[NH:18][CH2:15][CH2:16][CH3:17])([CH3:14])([CH3:13])[CH3:12]. (4) Given the reactants [F:1][C:2]([F:13])([F:12])[C:3]1[CH:11]=[CH:10][C:6]([C:7]([NH2:9])=[NH:8])=[CH:5][CH:4]=1.[Cl:14][C:15]1[CH:26]=[C:25]([Cl:27])[CH:24]=[CH:23][C:16]=1[CH:17]=[C:18]([C:21]#[N:22])[C:19]#[N:20], predict the reaction product. The product is: [NH2:22][CH2:21][C:18]1[C:19]([NH2:20])=[N:8][C:7]([C:6]2[CH:10]=[CH:11][C:3]([C:2]([F:12])([F:13])[F:1])=[CH:4][CH:5]=2)=[N:9][C:17]=1[C:16]1[CH:23]=[CH:24][C:25]([Cl:27])=[CH:26][C:15]=1[Cl:14]. (5) Given the reactants C1C2C(COC([N:18]3[CH2:23][C@@H:22]([C:24](=[O:38])[N:25]([CH:35]4[CH2:37][CH2:36]4)[CH2:26][C:27]4[CH:32]=[CH:31][CH:30]=[C:29]([Cl:33])[C:28]=4[Cl:34])[CH2:21][C@@H:20]([NH2:39])[CH2:19]3)=O)C3C(=CC=CC=3)C=2C=CC=1.Cl.[C:41]([CH2:45][C:46](Cl)=[O:47])([CH3:44])([CH3:43])[CH3:42], predict the reaction product. The product is: [CH:35]1([N:25]([CH2:26][C:27]2[CH:32]=[CH:31][CH:30]=[C:29]([Cl:33])[C:28]=2[Cl:34])[C:24]([C@H:22]2[CH2:21][C@@H:20]([NH:39][C:46](=[O:47])[CH2:45][C:41]([CH3:44])([CH3:43])[CH3:42])[CH2:19][NH:18][CH2:23]2)=[O:38])[CH2:36][CH2:37]1. (6) Given the reactants [Cl:1][C:2]1[CH:3]=[N:4][C:5]2[CH:6]=[CH:7][C:8](=[O:17])[N:9]3[CH2:13][C:12]([OH:16])([CH2:14][OH:15])[C:11]=1[C:10]=23.C(N(CC)CC)C.[C:25]1([CH3:35])[CH:30]=[CH:29][C:28]([S:31](Cl)(=[O:33])=[O:32])=[CH:27][CH:26]=1.O, predict the reaction product. The product is: [CH3:35][C:25]1[CH:30]=[CH:29][C:28]([S:31]([O:15][CH2:14][C:12]2([OH:16])[C:11]3=[C:2]([Cl:1])[CH:3]=[N:4][C:5]4[CH:6]=[CH:7][C:8](=[O:17])[N:9]([C:10]=43)[CH2:13]2)(=[O:33])=[O:32])=[CH:27][CH:26]=1. (7) Given the reactants Cl[C:2]1[CH:3]=[C:4]2[C:12](=[C:13](Cl)[CH:14]=1)[NH:11][C:10]1[CH2:9][CH2:8][C:7]([CH2:25][CH2:26][CH2:27][C:28]3[CH:33]=[CH:32][CH:31]=[CH:30][CH:29]=3)([C:16]([NH:18][C@H:19]([CH2:23][OH:24])[CH:20]([CH3:22])[CH3:21])=[O:17])[CH2:6][C:5]2=1.ClC1C=C(Cl)C=CC=1NN, predict the reaction product. The product is: [OH:24][CH2:23][C@@H:19]([NH:18][C:16]([C:7]1([CH2:25][CH2:26][CH2:27][C:28]2[CH:29]=[CH:30][CH:31]=[CH:32][CH:33]=2)[CH2:6][C:5]2[C:4]3[C:12](=[CH:13][CH:14]=[CH:2][CH:3]=3)[NH:11][C:10]=2[CH2:9][CH2:8]1)=[O:17])[CH:20]([CH3:22])[CH3:21].